This data is from Full USPTO retrosynthesis dataset with 1.9M reactions from patents (1976-2016). The task is: Predict the reactants needed to synthesize the given product. (1) The reactants are: Cl.C(OCC)(=O)C.C(OCC)(=O)C.C(OC(=O)[NH:20][C@@H:21]([CH2:36][O:37]CC1C=CC=CC=1)[CH2:22][O:23][CH2:24][C:25](=O)[C:26]1[CH:31]=[C:30]([F:32])[C:29]([F:33])=[C:28]([F:34])[CH:27]=1)(C)(C)C. Given the product [F:34][C:28]1[CH:27]=[C:26]([C@H:25]2[NH:20][C@@H:21]([CH2:36][OH:37])[CH2:22][O:23][CH2:24]2)[CH:31]=[C:30]([F:32])[C:29]=1[F:33], predict the reactants needed to synthesize it. (2) Given the product [N:1]1([C:6]2[O:10][C:9]3[C:11]([OH:17])=[C:12]([O:15][CH3:16])[CH:13]=[CH:14][C:8]=3[C:7]=2[C:18](=[O:31])[C:19]2[CH:24]=[C:23]([O:25][CH3:26])[C:22]([O:27][CH3:28])=[C:21]([O:29][CH3:30])[CH:20]=2)[CH:2]=[CH:34][CH:33]=[N:32]1, predict the reactants needed to synthesize it. The reactants are: [N:1]1([C:6]2[O:10][C:9]3[C:11]([OH:17])=[C:12]([O:15][CH3:16])[CH:13]=[CH:14][C:8]=3[C:7]=2[C:18](=[O:31])[C:19]2[CH:24]=[C:23]([O:25][CH3:26])[C:22]([O:27][CH3:28])=[C:21]([O:29][CH3:30])[CH:20]=2)C=CN=[CH:2]1.[N:32]1C=CC=[CH:34][CH:33]=1.N1C=CC=N1.N1C=CN=C1. (3) Given the product [N+:8]([C:3]1[C:2]([NH:11][C@H:12]([CH2:17][C:18]#[CH:19])[C:13]([O:15][CH3:16])=[O:14])=[CH:7][CH:6]=[CH:5][N:4]=1)([O-:10])=[O:9], predict the reactants needed to synthesize it. The reactants are: F[C:2]1[C:3]([N+:8]([O-:10])=[O:9])=[N:4][CH:5]=[CH:6][CH:7]=1.[NH2:11][C@H:12]([CH2:17][C:18]#[CH:19])[C:13]([O:15][CH3:16])=[O:14].C(N(CC)CC)C. (4) Given the product [N:30]([C:13]1[CH:12]=[C:11]([Cl:14])[S:10][C:9]=1[S:6]([NH:5][C:1]([CH3:4])([CH3:2])[CH3:3])(=[O:7])=[O:8])=[N+:31]=[N-:32], predict the reactants needed to synthesize it. The reactants are: [C:1]([NH:5][S:6]([C:9]1[S:10][C:11]([Cl:14])=[CH:12][CH:13]=1)(=[O:8])=[O:7])([CH3:4])([CH3:3])[CH3:2].[Li]C(CC)C.S([N:30]=[N+:31]=[N-:32])(C1C=CC(C)=CC=1)(=O)=O. (5) Given the product [OH:14][CH:13]([C:2]1[CH:7]=[CH:6][CH:5]=[CH:4][N:3]=1)[CH:15]1[CH2:20][CH2:19][N:18]([C:21]([O:23][C:24]([CH3:27])([CH3:26])[CH3:25])=[O:22])[CH2:17][CH2:16]1, predict the reactants needed to synthesize it. The reactants are: Br[C:2]1[CH:7]=[CH:6][CH:5]=[CH:4][N:3]=1.C([Li])CCC.[CH:13]([CH:15]1[CH2:20][CH2:19][N:18]([C:21]([O:23][C:24]([CH3:27])([CH3:26])[CH3:25])=[O:22])[CH2:17][CH2:16]1)=[O:14]. (6) Given the product [F:1][C:2]1[CH:8]=[C:7]([I:9])[CH:6]=[CH:5][C:3]=1[NH:4][C:22]([NH2:19])=[O:23], predict the reactants needed to synthesize it. The reactants are: [F:1][C:2]1[CH:8]=[C:7]([I:9])[CH:6]=[CH:5][C:3]=1[NH2:4].C(N(CC)CC)C.C1N=C[N:19]([C:22](N2C=NC=C2)=[O:23])C=1.N.